From a dataset of Forward reaction prediction with 1.9M reactions from USPTO patents (1976-2016). Predict the product of the given reaction. (1) Given the reactants Cl[C:2]1[C:3]2[C:4](=[CH:14][N:15](CC3C=CC(OC)=CC=3)[N:16]=2)[N:5]=[C:6]([C:8]2[CH:13]=[CH:12][CH:11]=[CH:10][CH:9]=2)[N:7]=1.[CH3:26][O:27][C:28]1[CH:29]=[C:30]([CH:32]=[CH:33][CH:34]=1)[NH2:31].Cl, predict the reaction product. The product is: [CH3:26][O:27][C:28]1[CH:29]=[C:30]([NH:31][C:2]2[C:3]3[NH:16][N:15]=[CH:14][C:4]=3[N:5]=[C:6]([C:8]3[CH:9]=[CH:10][CH:11]=[CH:12][CH:13]=3)[N:7]=2)[CH:32]=[CH:33][CH:34]=1. (2) Given the reactants CC1(C)C(C)(C)OB([C:9]2[CH2:14][CH2:13][N:12]([C:15]([O:17][C:18]([CH3:21])([CH3:20])[CH3:19])=[O:16])[CH2:11][CH:10]=2)O1.Br[C:24]1[CH:29]=[C:28]([F:30])[CH:27]=[C:26]([F:31])[C:25]=1[O:32][CH:33]([F:35])[F:34].C(=O)([O-])[O-].[K+].[K+], predict the reaction product. The product is: [F:35][CH:33]([F:34])[O:32][C:25]1[C:26]([F:31])=[CH:27][C:28]([F:30])=[CH:29][C:24]=1[C:9]1[CH2:14][CH2:13][N:12]([C:15]([O:17][C:18]([CH3:19])([CH3:20])[CH3:21])=[O:16])[CH2:11][CH:10]=1. (3) Given the reactants [Br:1][C:2]1[CH:3]=[C:4]([CH:7]=[C:8]([O:11][CH2:12][CH3:13])[C:9]=1[OH:10])[CH:5]=[O:6].[N+:14]([C:17]1[CH:24]=[CH:23][CH:22]=[CH:21][C:18]=1[CH2:19]Br)([O-:16])=[O:15], predict the reaction product. The product is: [Br:1][C:2]1[CH:3]=[C:4]([CH:7]=[C:8]([O:11][CH2:12][CH3:13])[C:9]=1[O:10][CH2:19][C:18]1[CH:21]=[CH:22][CH:23]=[CH:24][C:17]=1[N+:14]([O-:16])=[O:15])[CH:5]=[O:6]. (4) Given the reactants Cl[C:2]1[N:7]=[C:6]([Cl:8])[CH:5]=[CH:4][N:3]=1.Cl.[CH2:10]([NH2:12])[CH3:11].C(N(CC)CC)C.C(O)CCC, predict the reaction product. The product is: [Cl:8][C:6]1[CH:5]=[CH:4][N:3]=[C:2]([NH:12][CH2:10][CH3:11])[N:7]=1. (5) Given the reactants [Cl:1][C:2]1[CH:3]=[C:4]2[CH:10]=[C:9]([C:11]([NH:13][C@@H:14]([CH2:18][C:19]3[CH:24]=[CH:23][C:22]([F:25])=[CH:21][CH:20]=3)[C:15]([OH:17])=O)=[O:12])[NH:8][C:5]2=[CH:6][N:7]=1.C[N+]1(C2N=C(OC)N=C(OC)N=2)CCOCC1.[Cl-].[O:44]1[C:48]2([CH2:53][CH2:52][CH2:51][NH:50][CH2:49]2)[O:47][CH2:46][CH2:45]1, predict the reaction product. The product is: [O:44]1[C:48]2([CH2:53][CH2:52][CH2:51][N:50]([C:15](=[O:17])[C@@H:14]([NH:13][C:11]([C:9]3[NH:8][C:5]4=[CH:6][N:7]=[C:2]([Cl:1])[CH:3]=[C:4]4[CH:10]=3)=[O:12])[CH2:18][C:19]3[CH:24]=[CH:23][C:22]([F:25])=[CH:21][CH:20]=3)[CH2:49]2)[O:47][CH2:46][CH2:45]1. (6) Given the reactants [CH3:1][O:2][C:3](=[O:22])[CH2:4][C:5]([NH:7][C:8]([NH:10][C:11]1[CH:16]=[CH:15][CH:14]=[C:13]([C:17]([F:20])([F:19])[F:18])[C:12]=1[F:21])=[S:9])=[O:6].[CH3:23]C([O-])(C)C.[Na+].IC.[NH4+].[Cl-], predict the reaction product. The product is: [CH3:1][O:2][C:3](=[O:22])[CH2:4][C:5](/[N:7]=[C:8](/[NH:10][C:11]1[CH:16]=[CH:15][CH:14]=[C:13]([C:17]([F:18])([F:20])[F:19])[C:12]=1[F:21])\[S:9][CH3:23])=[O:6]. (7) Given the reactants C1(C)C=CC(S(O)(=O)=O)=CC=1.[NH2:12][C@@H:13]1[CH2:18][CH2:17][N:16]([C:19]([O:21][C:22]([CH3:25])([CH3:24])[CH3:23])=[O:20])[CH2:15][C@H:14]1[C:26]1[CH:31]=[CH:30][C:29]([Cl:32])=[C:28]([F:33])[CH:27]=1.[F:34][C:35]([F:50])([F:49])[C:36]1[CH:37]=[C:38]([CH:42]=[C:43]([C:45]([F:48])([F:47])[F:46])[CH:44]=1)[C:39](O)=[O:40], predict the reaction product. The product is: [F:34][C:35]([F:49])([F:50])[C:36]1[CH:37]=[C:38]([C:39]([NH:12][C@@H:13]2[CH2:18][CH2:17][N:16]([C:19]([O:21][C:22]([CH3:25])([CH3:23])[CH3:24])=[O:20])[CH2:15][C@H:14]2[C:26]2[CH:31]=[CH:30][C:29]([Cl:32])=[C:28]([F:33])[CH:27]=2)=[O:40])[CH:42]=[C:43]([C:45]([F:46])([F:47])[F:48])[CH:44]=1.